This data is from Reaction yield outcomes from USPTO patents with 853,638 reactions. The task is: Predict the reaction yield, written as a fraction of the theoretical maximum amount of product (1.0 means a 100% yield; for example, 0.34 means a 34% yield). (1) The reactants are [C:1]([O:5][C:6](=[O:15])[NH:7][C:8]1[CH:13]=[C:12]([F:14])[CH:11]=[CH:10][N:9]=1)([CH3:4])([CH3:3])[CH3:2].CN(CCN(C)C)C.[Li]CCCC.[I:29]I.OS([O-])(=O)=O.[Na+]. The catalyst is C1COCC1.O.C(Cl)Cl.C(OCC)(=O)C. The product is [C:1]([O:5][C:6](=[O:15])[NH:7][C:8]1[C:13]([I:29])=[C:12]([F:14])[CH:11]=[CH:10][N:9]=1)([CH3:4])([CH3:2])[CH3:3]. The yield is 0.860. (2) The reactants are C[Al](C)C.[CH3:5][O:6][C:7]1[CH:8]=[C:9]([CH2:15][CH2:16][C:17]2[CH:18]=[C:19]([NH2:22])[NH:20][N:21]=2)[CH:10]=[C:11]([O:13][CH3:14])[CH:12]=1.[CH3:23][O:24][CH2:25][CH:26]1[NH:31][CH2:30][CH2:29][N:28]([C:32]2[N:37]=[CH:36][C:35]([C:38](OC)=[O:39])=[CH:34][N:33]=2)[CH2:27]1.Cl. The catalyst is C1(C)C=CC=CC=1.CO. The product is [CH3:14][O:13][C:11]1[CH:10]=[C:9]([CH2:15][CH2:16][C:17]2[CH:18]=[C:19]([NH:22][C:38]([C:35]3[CH:34]=[N:33][C:32]([N:28]4[CH2:29][CH2:30][NH:31][CH:26]([CH2:25][O:24][CH3:23])[CH2:27]4)=[N:37][CH:36]=3)=[O:39])[NH:20][N:21]=2)[CH:8]=[C:7]([O:6][CH3:5])[CH:12]=1. The yield is 0.570. (3) The reactants are [C:12]([O:11][C:9](O[C:9]([O:11][C:12]([CH3:15])([CH3:14])[CH3:13])=[O:10])=[O:10])([CH3:15])([CH3:14])[CH3:13].[NH2:16][C@H:17]1[C:25]2[C:20](=[CH:21][CH:22]=[CH:23][CH:24]=2)[CH2:19][C@H:18]1[OH:26].C(N(CC)CC)C. The catalyst is C(Cl)Cl. The product is [C:12]([O:11][C:9](=[O:10])[NH:16][C@H:17]1[C:25]2[C:20](=[CH:21][CH:22]=[CH:23][CH:24]=2)[CH2:19][C@H:18]1[OH:26])([CH3:13])([CH3:14])[CH3:15]. The yield is 1.00.